This data is from Drug-target binding data from BindingDB using IC50 measurements. The task is: Regression. Given a target protein amino acid sequence and a drug SMILES string, predict the binding affinity score between them. We predict pIC50 (pIC50 = -log10(IC50 in M); higher means more potent). Dataset: bindingdb_ic50. (1) The drug is COc1ccccc1CNC(=O)CCCNS(=O)(=O)c1ccc2[nH]c(=O)oc2c1. The target protein (P05187) has sequence MLGPCMLLLLLLLGLRLQLSLGIIPVEEENPDFWNREAAEALGAAKKLQPAQTAAKNLIIFLGDGMGVSTVTAARILKGQKKDKLGPEIPLAMDRFPYVALSKTYNVDKHVPDSGATATAYLCGVKGNFQTIGLSAAARFNQCNTTRGNEVISVMNRAKKAGKSVGVVTTTRVQHASPAGTYAHTVNRNWYSDADVPASARQEGCQDIATQLISNMDIDVILGGGRKYMFRMGTPDPEYPDDYSQGGTRLDGKNLVQEWLAKRQGARYVWNRTELMQASLDPSVTHLMGLFEPGDMKYEIHRDSTLDPSLMEMTEAALRLLSRNPRGFFLFVEGGRIDHGHHESRAYRALTETIMFDDAIERAGQLTSEEDTLSLVTADHSHVFSFGGYPLRGSSIFGLAPGKARDRKAYTVLLYGNGPGYVLKDGARPDVTESESGSPEYRQQSAVPLDEETHAGEDVAVFARGPQAHLVHGVQEQTFIAHVMAFAACLEPYTACDLAP.... The pIC50 is 4.0. (2) The small molecule is NC(=O)c1ccccc1Sc1ccccc1. The target protein sequence is MAEPDPSHPLETQAGKVQEAQDSDSDSEGGAAGGEADMDFLRNLFSQTLSLGSQKERLLDELTLEGVARYMQSERCRRVICLVGAGISTSAGIPDFRSPSTGLYDNLEKYHLPYPEAIFEISYFKKHPEPFFALAKELYPGQFKPTICHYFMRLLKDKGLLLRCYTQNIDTLERIAGLEQEDLVEAHGTFYTSHCVSASCRHEYPLSWMKEKIFSEVTPKCEDCQSLVKPDIVFFGESLPARFFSCMQSDFLKVDLLLVMGTSLQVQPFASLISKAPLSTPRLLINKEKAGQSDPFLGMIMGLGGGMDFDSKKAYRDVAWLGECDQGCLALAELLGWKKELEDLVRREHASIDAQSGAGVPNPSTSASPKKSPPPAKDEARTTEREKPQ. The pIC50 is 4.0. (3) The small molecule is O=P(O)(O)C(Nc1ccc(Oc2ccccc2)cc1)P(=O)(O)O. The target protein (Q9ULX7) has sequence MLFSALLLEVIWILAADGGQHWTYEGPHGQDHWPASYPECGNNAQSPIDIQTDSVTFDPDLPALQPHGYDQPGTEPLDLHNNGHTVQLSLPSTLYLGGLPRKYVAAQLHLHWGQKGSPGGSEHQINSEATFAELHIVHYDSDSYDSLSEAAERPQGLAVLGILIEVGETKNIAYEHILSHLHEVRHKDQKTSVPPFNLRELLPKQLGQYFRYNGSLTTPPCYQSVLWTVFYRRSQISMEQLEKLQGTLFSTEEEPSKLLVQNYRALQPLNQRMVFASFIQAGSSYTTGEMLSLGVGILVGCLCLLLAVYFIARKIRKKRLENRKSVVFTSAQATTEA. The pIC50 is 5.3. (4) The small molecule is CC(C)(c1ccccc1)c1ccc(OCC(=O)NC2CCCC2)cc1. The target protein (P0C5S6) has sequence MFDFSLEAIVYAKAISLLATVAVVMMWLFYYCYRLKQKNEVIFGTHHAAYIAYSVCIIAWISSNAYFHTDLLPELGASAGMFMAKFANLASFFAFAFAYYFSCQLAAEQRKGKVHRWQQGIFVSLTVYSLFINLRPGLTVEHVDIVGPSQFIIEFGPHTSYFFIGLVSFVVLTLVNLVAMRTNSSKLTLAKTNYMIAGILVFMLSTAVIHLGMTYFMGDFSLTWLPPALSISEMLFVGYALLTSRFYSVKYIAYLALSVLLVCAIFVLPLGAIFIPLTESNQWLIAIPICALIGITWQLLYKKTSRYASFLIYGDKKTPVQQILSLEEDFKLSIDDAMRRLGKLLQIPNDKLRLVTSNYNETFYEEYLSSNRSVLVFDELSEELEYKVSAKRSMKALYDKMSSNNTALVMPLFGQGKSVTHLLISPHKSNNQMFSNEEISAVQTLLTRVQSTIEADRRIRQSRALANSIAHEMRNPLAQVQLQFEALKQHIENHAPVEQI.... The pIC50 is 5.6. (5) The pIC50 is 4.0. The small molecule is Nc1ncnc2c1ncn2[C@@H]1O[C@H](COC(=O)OCc2ccccc2)[C@@H](O)[C@H]1O. The target protein (O43868) has sequence MEKASGRQSIALSTVETGTVNPGLELMEKEVEPEGSKRTDAQGHSLGDGLGPSTYQRRSRWPFSKARSFCKTHASLFKKILLGLLCLAYAAYLLAACILNFQRALALFVITCLVIFVLVHSFLKKLLGKKLTRCLKPFENSRLRLWTKWVFAGVSLVGLILWLALDTAQRPEQLIPFAGICMFILILFACSKHHSAVSWRTVFSGLGLQFVFGILVIRTDLGYTVFQWLGEQVQIFLNYTVAGSSFVFGDTLVKDVFAFQALPIIIFFGCVVSILYYLGLVQWVVQKVAWFLQITMGTTATETLAVAGNIFVGMTEAPLLIRPYLGDMTLSEIHAVMTGGFATISGTVLGAFIAFGVDASSLISASVMAAPCALASSKLAYPEVEESKFKSEEGVKLPRGKERNVLEAASNGAVDAIGLATNVAANLIAFLAVLAFINAALSWLGELVDIQGLTFQVICSYLLRPMVFMMGVEWTDCPMVAEMVGIKFFINEFVAYQQLS....